Regression. Given two drug SMILES strings and cell line genomic features, predict the synergy score measuring deviation from expected non-interaction effect. From a dataset of NCI-60 drug combinations with 297,098 pairs across 59 cell lines. (1) Drug 1: CC(C)(C#N)C1=CC(=CC(=C1)CN2C=NC=N2)C(C)(C)C#N. Drug 2: C1=NC(=NC(=O)N1C2C(C(C(O2)CO)O)O)N. Cell line: OVCAR-8. Synergy scores: CSS=5.55, Synergy_ZIP=-5.08, Synergy_Bliss=-7.97, Synergy_Loewe=-10.9, Synergy_HSA=-11.3. (2) Drug 1: CC1=C(N=C(N=C1N)C(CC(=O)N)NCC(C(=O)N)N)C(=O)NC(C(C2=CN=CN2)OC3C(C(C(C(O3)CO)O)O)OC4C(C(C(C(O4)CO)O)OC(=O)N)O)C(=O)NC(C)C(C(C)C(=O)NC(C(C)O)C(=O)NCCC5=NC(=CS5)C6=NC(=CS6)C(=O)NCCC[S+](C)C)O. Drug 2: C1=CC=C(C(=C1)C(C2=CC=C(C=C2)Cl)C(Cl)Cl)Cl. Cell line: M14. Synergy scores: CSS=13.4, Synergy_ZIP=1.09, Synergy_Bliss=9.69, Synergy_Loewe=-34.8, Synergy_HSA=0.280. (3) Drug 1: CC1=C(C(CCC1)(C)C)C=CC(=CC=CC(=CC(=O)O)C)C. Drug 2: CC(C)CN1C=NC2=C1C3=CC=CC=C3N=C2N. Cell line: 786-0. Synergy scores: CSS=-0.630, Synergy_ZIP=2.94, Synergy_Bliss=2.48, Synergy_Loewe=-0.0741, Synergy_HSA=-1.22. (4) Drug 1: CC12CCC3C(C1CCC2=O)CC(=C)C4=CC(=O)C=CC34C. Drug 2: CC1=C(C=C(C=C1)C(=O)NC2=CC(=CC(=C2)C(F)(F)F)N3C=C(N=C3)C)NC4=NC=CC(=N4)C5=CN=CC=C5. Cell line: MOLT-4. Synergy scores: CSS=38.5, Synergy_ZIP=3.72, Synergy_Bliss=5.24, Synergy_Loewe=0.422, Synergy_HSA=0.672.